The task is: Predict the product of the given reaction.. This data is from Forward reaction prediction with 1.9M reactions from USPTO patents (1976-2016). (1) Given the reactants C[O:2][C@@H:3]1[CH2:8][CH2:7][C@H:6]([N:9]2[C:17](=[O:18])[NH:16][C:15]3[C:10]2=[N:11][C:12]([C:23]2[CH:28]=[CH:27][CH:26]=[C:25]([O:29][Si](C(C)C)(C(C)C)C(C)C)[CH:24]=2)=[N:13][C:14]=3[C:19]([O:21]C)=O)[CH2:5][CH2:4]1.[NH2:40]C1C(C(OC)=O)=NC(C2C=CC=C(O[Si](C(C)C)(C(C)C)C(C)C)C=2)=NC=1N[C@H]1CC[C@@H](OC)CC1, predict the reaction product. The product is: [OH:2][C@@H:3]1[CH2:4][CH2:5][C@H:6]([N:9]2[C:17](=[O:18])[NH:16][C:15]3[C:10]2=[N:11][C:12]([C:23]2[CH:28]=[CH:27][CH:26]=[C:25]([OH:29])[CH:24]=2)=[N:13][C:14]=3[C:19]([NH2:40])=[O:21])[CH2:7][CH2:8]1. (2) Given the reactants [F:1][C:2]1[CH:10]=[C:9]2[C:5]([C:6]([C:15]3[N:16]=[C:17]4[C:23]([CH:24]=[O:25])=[CH:22][N:21]([CH2:26][O:27][CH2:28][CH2:29][Si:30]([CH3:33])([CH3:32])[CH3:31])[C:18]4=[N:19][CH:20]=3)=[N:7][N:8]2[CH:11]2[CH2:14][O:13][CH2:12]2)=[CH:4][CH:3]=1.S(=O)(=O)([OH:36])N.Cl([O-])=O.[Na+].P([O-])(O)(O)=O.[K+], predict the reaction product. The product is: [F:1][C:2]1[CH:10]=[C:9]2[C:5]([C:6]([C:15]3[N:16]=[C:17]4[C:23]([C:24]([OH:36])=[O:25])=[CH:22][N:21]([CH2:26][O:27][CH2:28][CH2:29][Si:30]([CH3:33])([CH3:32])[CH3:31])[C:18]4=[N:19][CH:20]=3)=[N:7][N:8]2[CH:11]2[CH2:12][O:13][CH2:14]2)=[CH:4][CH:3]=1. (3) The product is: [Br:26][C:17]1[C:16]([CH3:27])=[N:15][N:14]([CH2:13][CH2:12][S:9]([NH2:8])(=[O:11])=[O:10])[C:18]=1[C:19]1[CH:20]=[CH:21][C:22]([F:25])=[CH:23][CH:24]=1. Given the reactants C([N:8](CC1C=CC=CC=1)[S:9]([CH2:12][CH2:13][N:14]1[C:18]([C:19]2[CH:24]=[CH:23][C:22]([F:25])=[CH:21][CH:20]=2)=[C:17]([Br:26])[C:16]([CH3:27])=[N:15]1)(=[O:11])=[O:10])C1C=CC=CC=1.OS(O)(=O)=O.C(O)C.[OH-].[Na+], predict the reaction product. (4) Given the reactants [Br:1][C:2]1[CH:3]=[C:4]2[C:9](=[C:10]([CH2:12][N:13]([CH:16]3[CH2:18][CH2:17]3)[CH:14]=O)[CH:11]=1)[O:8][C:7]([CH3:20])([CH3:19])[CH2:6][C:5]2([CH3:22])[CH3:21].B, predict the reaction product. The product is: [Br:1][C:2]1[CH:3]=[C:4]2[C:9](=[C:10]([CH2:12][N:13]([CH:16]3[CH2:18][CH2:17]3)[CH3:14])[CH:11]=1)[O:8][C:7]([CH3:20])([CH3:19])[CH2:6][C:5]2([CH3:22])[CH3:21]. (5) Given the reactants [Cl:1][C:2]1[CH:11]=[C:10]2[C:5]([C:6]([N:12]3[CH2:17][CH2:16][N:15]([C:18]([NH:20][CH:21]4[CH2:27][CH2:26][CH2:25][CH2:24][CH:23]([OH:28])[CH2:22]4)=[O:19])[CH2:14][CH2:13]3)=[CH:7][CH:8]=[N:9]2)=[CH:4][CH:3]=1.[H-].[Na+].Cl[C:32]1[N:37]=[CH:36][CH:35]=[CH:34][N:33]=1, predict the reaction product. The product is: [Cl:1][C:2]1[CH:11]=[C:10]2[C:5]([C:6]([N:12]3[CH2:17][CH2:16][N:15]([C:18]([NH:20][CH:21]4[CH2:27][CH2:26][CH2:25][CH2:24][CH:23]([O:28][C:32]5[N:37]=[CH:36][CH:35]=[CH:34][N:33]=5)[CH2:22]4)=[O:19])[CH2:14][CH2:13]3)=[CH:7][CH:8]=[N:9]2)=[CH:4][CH:3]=1.